From a dataset of Forward reaction prediction with 1.9M reactions from USPTO patents (1976-2016). Predict the product of the given reaction. (1) Given the reactants Cl.Cl.C([N:7](CCC1C=CC(OCCCCC2C=CC(O)=C([C@@H](C3C=CC=CC=3)CCN(C(C)C)C(C)C)C=2)=CC=1)C([O:10][C:11]1[CH:16]=[CH:15][C:14]([CH2:17][CH2:18][CH2:19][CH2:20][O:21][C:22]2[CH:27]=[CH:26][C:25]([CH2:28][CH2:29][NH2:30])=[CH:24][CH:23]=2)=[CH:13][C:12]=1[C@@H:31]([C:41]1[CH:46]=[CH:45][CH:44]=[CH:43][CH:42]=1)[CH2:32][CH2:33][N:34]([CH:38]([CH3:40])[CH3:39])[CH:35]([CH3:37])[CH3:36])=O)(C)(C)C.[CH2:83]([O:90][C:91]1[CH:96]=[CH:95][C:94]([C@@H:97]([O:100][Si:101]([C:104]([CH3:107])([CH3:106])[CH3:105])([CH3:103])[CH3:102])[CH2:98]Br)=[CH:93][C:92]=1[CH2:108][OH:109])[C:84]1[CH:89]=[CH:88][CH:87]=[CH:86][CH:85]=1, predict the reaction product. The product is: [NH3:7].[CH2:83]([O:90][C:91]1[CH:96]=[CH:95][C:94]([C@@H:97]([O:100][Si:101]([C:104]([CH3:107])([CH3:106])[CH3:105])([CH3:103])[CH3:102])[CH2:98][NH:30][CH2:29][CH2:28][C:25]2[CH:24]=[CH:23][C:22]([O:21][CH2:20][CH2:19][CH2:18][CH2:17][C:14]3[CH:15]=[CH:16][C:11]([OH:10])=[C:12]([C@@H:31]([C:41]4[CH:42]=[CH:43][CH:44]=[CH:45][CH:46]=4)[CH2:32][CH2:33][N:34]([CH:35]([CH3:36])[CH3:37])[CH:38]([CH3:40])[CH3:39])[CH:13]=3)=[CH:27][CH:26]=2)=[CH:93][C:92]=1[CH2:108][OH:109])[C:84]1[CH:89]=[CH:88][CH:87]=[CH:86][CH:85]=1. (2) Given the reactants Cl[CH2:2][CH2:3][C:4](Cl)=[O:5].[NH:7]1[C:15]2[C:10](=[CH:11][CH:12]=[CH:13][CH:14]=2)[CH2:9][CH2:8]1.Cl.[Al+3].[Cl-].[Cl-].[Cl-].[Na+].[Cl-], predict the reaction product. The product is: [CH2:9]1[C:10]2=[C:15]3[C:14](=[CH:13][CH:12]=[CH:11]2)[CH2:2][CH2:3][C:4](=[O:5])[N:7]3[CH2:8]1.